Predict the product of the given reaction. From a dataset of Forward reaction prediction with 1.9M reactions from USPTO patents (1976-2016). (1) The product is: [I:17][C:11]1[S:10][C:9]([NH:8][C:6]2[CH:5]=[CH:4][CH:3]=[C:2]([CH3:1])[N:7]=2)=[C:13]([C:14]([NH2:16])=[O:15])[CH:12]=1. Given the reactants [CH3:1][C:2]1[N:7]=[C:6]([NH:8][C:9]2[S:10][CH:11]=[CH:12][C:13]=2[C:14]([NH2:16])=[O:15])[CH:5]=[CH:4][CH:3]=1.[I:17]N1C(=O)CCC1=O, predict the reaction product. (2) Given the reactants [CH:1]1([C:7]2[CH:12]=[CH:11][C:10]([NH2:13])=[CH:9][CH:8]=2)[CH2:6][CH2:5][CH2:4][CH2:3][CH2:2]1.[NH2:14][C:15]1[N:24]=[CH:23][C:22]2[C:17](=[CH:18][CH:19]=[C:20]([C:25]3[CH:26]=[CH:27][C:28]([F:34])=[C:29]([CH:33]=3)[C:30]([OH:32])=O)[CH:21]=2)[N:16]=1.CN(C(ON1N=NC2C=CC=CC1=2)=[N+](C)C)C.[B-](F)(F)(F)F.CCN(C(C)C)C(C)C, predict the reaction product. The product is: [NH2:14][C:15]1[N:24]=[CH:23][C:22]2[C:17](=[CH:18][CH:19]=[C:20]([C:25]3[CH:26]=[CH:27][C:28]([F:34])=[C:29]([CH:33]=3)[C:30]([NH:13][C:10]3[CH:11]=[CH:12][C:7]([CH:1]4[CH2:6][CH2:5][CH2:4][CH2:3][CH2:2]4)=[CH:8][CH:9]=3)=[O:32])[CH:21]=2)[N:16]=1. (3) The product is: [CH2:1]([O:3][C:4]1[CH:5]=[C:6]([CH:25]=[C:26]([O:29][CH2:30][CH3:31])[C:27]=1[F:28])[CH2:7][N:8]1[CH2:13][CH2:12][CH:11]([NH:14][C:15]2[O:16][C:17]3[C:23]([NH:24][C:38]([C:36]4[CH:37]=[N:32][CH:33]=[N:34][CH:35]=4)=[O:39])=[CH:22][CH:21]=[CH:20][C:18]=3[N:19]=2)[CH2:10][CH2:9]1)[CH3:2]. Given the reactants [CH2:1]([O:3][C:4]1[CH:5]=[C:6]([CH:25]=[C:26]([O:29][CH2:30][CH3:31])[C:27]=1[F:28])[CH2:7][N:8]1[CH2:13][CH2:12][CH:11]([NH:14][C:15]2[O:16][C:17]3[C:23]([NH2:24])=[CH:22][CH:21]=[CH:20][C:18]=3[N:19]=2)[CH2:10][CH2:9]1)[CH3:2].[N:32]1[CH:37]=[C:36]([C:38](O)=[O:39])[CH:35]=[N:34][CH:33]=1.Cl.CN(C)CCCN=C=NCC, predict the reaction product. (4) Given the reactants [NH2:1][S:2]([C:5]1[CH:15]=[CH:14][C:8]([O:9][CH2:10][C:11]([NH2:13])=[O:12])=[C:7]([O:16][CH2:17][C:18](=[O:20])[NH2:19])[CH:6]=1)(=[O:4])=[O:3].C(=O)([O-])[O-].[K+].[K+].F[C:28]1[CH:29]=[C:30]([O:37][CH3:38])[CH:31]=[CH:32][C:33]=1[N+:34]([O-:36])=[O:35], predict the reaction product. The product is: [C:18]([CH2:17][O:16][C:7]1[CH:6]=[C:5]([S:2]([NH:1][C:28]2[CH:29]=[C:30]([O:37][CH3:38])[CH:31]=[CH:32][C:33]=2[N+:34]([O-:36])=[O:35])(=[O:3])=[O:4])[CH:15]=[CH:14][C:8]=1[O:9][CH2:10][C:11]([NH2:13])=[O:12])(=[O:20])[NH2:19]. (5) Given the reactants [N:1]([CH2:4][C:5]1[CH:6]=[C:7]([CH:17]=[CH:18][CH:19]=1)[O:8][CH2:9][C:10]([O:12][C:13]([CH3:16])([CH3:15])[CH3:14])=[O:11])=[N+]=[N-].C1COCC1.C1(P(C2C=CC=CC=2)C2C=CC=CC=2)C=CC=CC=1, predict the reaction product. The product is: [NH2:1][CH2:4][C:5]1[CH:6]=[C:7]([CH:17]=[CH:18][CH:19]=1)[O:8][CH2:9][C:10]([O:12][C:13]([CH3:16])([CH3:14])[CH3:15])=[O:11]. (6) Given the reactants [NH2:1][C:2]1[CH:9]=[CH:8][C:7]([F:10])=[CH:6][C:3]=1[C:4]#[N:5].Br[C:12]1[CH:13]=[C:14]([F:27])[C:15]([CH2:18][NH:19][C:20](=[O:26])[O:21][C:22]([CH3:25])([CH3:24])[CH3:23])=[N:16][CH:17]=1, predict the reaction product. The product is: [C:22]([O:21][C:20](=[O:26])[NH:19][CH2:18][C:15]1[C:14]([F:27])=[CH:13][C:12]([NH:1][C:2]2[CH:9]=[CH:8][C:7]([F:10])=[CH:6][C:3]=2[C:4]#[N:5])=[CH:17][N:16]=1)([CH3:25])([CH3:23])[CH3:24]. (7) Given the reactants [Br:1][C:2]1[N:3]=[CH:4][C:5](=[O:8])[NH:6][CH:7]=1.Br[CH2:10][C:11]1[CH:16]=[CH:15][C:14]([Cl:17])=[CH:13][CH:12]=1, predict the reaction product. The product is: [Cl:17][C:14]1[CH:15]=[CH:16][C:11]([CH2:10][N:6]2[CH:7]=[C:2]([Br:1])[N:3]=[CH:4][C:5]2=[O:8])=[CH:12][CH:13]=1.